Predict the product of the given reaction. From a dataset of Forward reaction prediction with 1.9M reactions from USPTO patents (1976-2016). (1) Given the reactants [Br:1][C:2]1[CH:3]=[CH:4][C:5]([NH:8][C:9](=[O:41])[C:10]2[CH:15]=[CH:14][C:13]([S:16][C:17]3[CH:22]=[CH:21][C:20]([NH:23][CH2:24][CH2:25][CH3:26])=[CH:19][CH:18]=3)=[C:12]([NH:27][C:28]3[C:29]4[CH:37]=[CH:36][C:35]([CH:38]([CH3:40])[CH3:39])=[N:34][C:30]=4[N:31]=[CH:32][N:33]=3)[CH:11]=2)=[N:6][CH:7]=1.[C:42](O[BH-](OC(=O)C)OC(=O)C)(=O)[CH3:43].[Na+].C(=O)C, predict the reaction product. The product is: [Br:1][C:2]1[CH:3]=[CH:4][C:5]([NH:8][C:9](=[O:41])[C:10]2[CH:15]=[CH:14][C:13]([S:16][C:17]3[CH:18]=[CH:19][C:20]([N:23]([CH2:42][CH3:43])[CH2:24][CH2:25][CH3:26])=[CH:21][CH:22]=3)=[C:12]([NH:27][C:28]3[C:29]4[CH:37]=[CH:36][C:35]([CH:38]([CH3:40])[CH3:39])=[N:34][C:30]=4[N:31]=[CH:32][N:33]=3)[CH:11]=2)=[N:6][CH:7]=1. (2) The product is: [I-:34].[CH:18]1([CH2:17][N+:14]2([CH3:33])[CH2:13][CH2:12][CH:11]([O:10][C:8](=[O:9])[C@:7]([C@@H:4]3[CH2:5][CH2:6][C:2]([F:1])([F:32])[CH2:3]3)([OH:31])[C:25]3[CH:26]=[CH:27][CH:28]=[CH:29][CH:30]=3)[CH2:16][CH2:15]2)[CH2:19][CH2:20][CH2:21][CH2:22][CH2:23][CH2:24]1. Given the reactants [F:1][C:2]1([F:32])[CH2:6][CH2:5][C@@H:4]([C@@:7]([OH:31])([C:25]2[CH:30]=[CH:29][CH:28]=[CH:27][CH:26]=2)[C:8]([O:10][CH:11]2[CH2:16][CH2:15][N:14]([CH2:17][CH:18]3[CH2:24][CH2:23][CH2:22][CH2:21][CH2:20][CH2:19]3)[CH2:13][CH2:12]2)=[O:9])[CH2:3]1.[CH3:33][I:34], predict the reaction product.